From a dataset of Reaction yield outcomes from USPTO patents with 853,638 reactions. Predict the reaction yield, written as a fraction of the theoretical maximum amount of product (1.0 means a 100% yield; for example, 0.34 means a 34% yield). (1) The reactants are Cl[C:2]1[N:7]=[C:6]([C:8]2[S:12][C:11]([N:13]([CH3:15])[CH3:14])=[N:10][C:9]=2[C:16]2[CH:17]=[C:18]([NH:22][S:23]([C:26]3[C:31]([F:32])=[CH:30][CH:29]=[CH:28][C:27]=3[F:33])(=[O:25])=[O:24])[CH:19]=[CH:20][CH:21]=2)[CH:5]=[CH:4][N:3]=1. The catalyst is C(N)C(C)C. The product is [CH3:14][N:13]([CH3:15])[C:11]1[S:12][C:8]([C:6]2[CH:5]=[CH:4][N:3]=[C:2]([NH:10][CH2:9][CH:16]([CH3:17])[CH3:21])[N:7]=2)=[C:9]([C:16]2[CH:17]=[C:18]([NH:22][S:23]([C:26]3[C:31]([F:32])=[CH:30][CH:29]=[CH:28][C:27]=3[F:33])(=[O:25])=[O:24])[CH:19]=[CH:20][CH:21]=2)[N:10]=1. The yield is 0.336. (2) The reactants are [OH:1][N:2]1[C:6](=[O:7])[C:5]2=[CH:8][CH:9]=[CH:10][CH:11]=[C:4]2[C:3]1=[O:12].[CH3:13]N(C=O)C.BrC[CH2:20][CH2:21][CH2:22][Cl:23]. No catalyst specified. The product is [Cl:23][CH:22]([CH2:21][CH3:20])[CH2:13][O:1][N:2]1[C:3](=[O:12])[C:4]2[C:5](=[CH:8][CH:9]=[CH:10][CH:11]=2)[C:6]1=[O:7]. The yield is 1.00.